Task: Predict which catalyst facilitates the given reaction.. Dataset: Catalyst prediction with 721,799 reactions and 888 catalyst types from USPTO (1) Reactant: [N:1]12[CH2:8][CH2:7][CH:4]([CH2:5][CH2:6]1)[CH:3](O)[CH2:2]2.N12CCC(CC1)CC2O.[CH2:19]1[S:23](=[O:25])(=[O:24])[O:22][CH2:21][CH2:20]1. Product: [N+:1]12([CH2:21][CH2:20][CH2:19][S:23]([O-:25])(=[O:24])=[O:22])[CH2:8][CH2:7][CH:4]([CH2:5][CH2:6]1)[CH2:3][CH2:2]2. The catalyst class is: 22. (2) Reactant: Cl[C:2]1[N:7]=[C:6]([C:8]2[CH:9]=[N:10][CH:11]=[CH:12][CH:13]=2)[N:5]=[C:4]2[N:14]([CH3:17])[N:15]=[CH:16][C:3]=12.[NH2:18][C:19]1[CH:20]=[C:21]([NH:26][C:27](=[O:40])[C:28]2[CH:33]=[CH:32][C:31]([O:34][CH3:35])=[C:30]([C:36]([F:39])([F:38])[F:37])[CH:29]=2)[CH:22]=[CH:23][C:24]=1[CH3:25]. Product: [CH3:35][O:34][C:31]1[CH:32]=[CH:33][C:28]([C:27]([NH:26][C:21]2[CH:22]=[CH:23][C:24]([CH3:25])=[C:19]([NH:18][C:2]3[N:7]=[C:6]([C:8]4[CH:9]=[N:10][CH:11]=[CH:12][CH:13]=4)[N:5]=[C:4]4[N:14]([CH3:17])[N:15]=[CH:16][C:3]=34)[CH:20]=2)=[O:40])=[CH:29][C:30]=1[C:36]([F:37])([F:39])[F:38]. The catalyst class is: 107. (3) Reactant: [F:1][C:2]1[CH:7]=[CH:6][C:5](/[C:8](/[C:12]2[CH:17]=[CH:16][N:15]=[CH:14][CH:13]=2)=[CH:9]\[C:10]#[N:11])=[CH:4][CH:3]=1. Product: [F:1][C:2]1[CH:7]=[CH:6][C:5](/[C:8](/[C:12]2[CH:17]=[CH:16][N:15]=[CH:14][CH:13]=2)=[CH:9]/[CH2:10][NH2:11])=[CH:4][CH:3]=1. The catalyst class is: 63. (4) The catalyst class is: 8. Product: [CH:8]1[C:7]2[C:16]3=[C:15]4[C:4](=[CH:5][CH:6]=2)[CH:3]=[CH:2][CH:1]=[C:14]4[CH:13]=[CH:12][C:11]3=[CH:10][CH:9]=1.[C:1]. Reactant: [C:1]1(C(O)=O)[C:14]2[C:15]3=[C:16]4[C:11](=[CH:12][CH:13]=2)[CH:10]=[CH:9][CH:8]=[C:7]4[CH:6]=[CH:5][C:4]3=[CH:3][CH:2]=1. (5) Reactant: [NH2:1][CH:2]1[C:10]2[C:5](=[CH:6][CH:7]=[CH:8][CH:9]=2)[CH2:4][CH2:3]1.C(=O)([O-])[O-].[K+].[K+].[CH2:17]([Cl:20])[C:18]#[CH:19]. Product: [ClH:20].[CH2:19]([NH:1][CH:2]1[C:10]2[C:5](=[CH:6][CH:7]=[CH:8][CH:9]=2)[CH2:4][CH2:3]1)[C:18]#[CH:17]. The catalyst class is: 10. (6) Reactant: CC(OC(/N=N/C(OC(C)C)=O)=O)C.[Cl:15][C:16]1[C:17]([C:24]2[CH:25]=[N:26][C:27]([C:30]([F:33])([F:32])[F:31])=[CH:28][CH:29]=2)=[CH:18][C:19]([CH2:22]O)=[N:20][CH:21]=1.[C:34]1(=[O:44])[C:42]2[C:37](=[CH:38][CH:39]=[CH:40][CH:41]=2)[C:36](=[O:43])[NH:35]1.C1C=CC(P(C2C=CC=CC=2)C2C=CC=CC=2)=CC=1. Product: [Cl:15][C:16]1[C:17]([C:24]2[CH:25]=[N:26][C:27]([C:30]([F:33])([F:32])[F:31])=[CH:28][CH:29]=2)=[CH:18][C:19]([CH2:22][N:35]2[C:36](=[O:43])[C:37]3[C:42](=[CH:41][CH:40]=[CH:39][CH:38]=3)[C:34]2=[O:44])=[N:20][CH:21]=1. The catalyst class is: 7.